From a dataset of Forward reaction prediction with 1.9M reactions from USPTO patents (1976-2016). Predict the product of the given reaction. (1) Given the reactants [NH2:1][C:2]1[CH:12]=[CH:11][C:5]([C:6]([O:8]CC)=[O:7])=[C:4]([CH3:13])[N:3]=1.C(N(CC)CC)C.Cl[CH2:22][CH2:23][CH2:24][C:25](Cl)=[O:26].Cl, predict the reaction product. The product is: [CH3:13][C:4]1[N:3]=[C:2]([N:1]2[CH2:22][CH2:23][CH2:24][C:25]2=[O:26])[CH:12]=[CH:11][C:5]=1[C:6]([OH:8])=[O:7]. (2) Given the reactants [NH2:1][CH:2]1[CH2:11][CH2:10][C:9]2[CH:8]=[C:7]([C:12]([N:14]3[CH2:19][CH2:18][CH2:17][CH2:16][CH2:15]3)=O)[CH:6]=[CH:5][C:4]=2[CH2:3]1.[H-].[H-].[H-].[H-].[Li+].[Al+3].[CH2:26]1COCC1, predict the reaction product. The product is: [CH3:26][NH:1][CH:2]1[CH2:11][CH2:10][C:9]2[C:4](=[CH:5][CH:6]=[C:7]([CH2:12][N:14]3[CH2:19][CH2:18][CH2:17][CH2:16][CH2:15]3)[CH:8]=2)[CH2:3]1. (3) The product is: [CH2:24]([C:26]1[CH:31]=[C:30]([C:32]2[CH2:33][CH2:34][N:35]([C:17]([O:1][CH2:2][C:3]#[N:4])=[O:23])[CH2:36][CH:37]=2)[CH:29]=[CH:28][C:27]=1[N:38]([CH3:49])[C:39]1[N:44]=[CH:43][C:42]2[N:45]=[CH:46][N:47]([CH3:48])[C:41]=2[CH:40]=1)[CH3:25]. Given the reactants [OH:1][CH2:2][C:3]#[N:4].C(N(CC)CC)C.ClC(O[C:17](=[O:23])OC(Cl)(Cl)Cl)(Cl)Cl.[CH2:24]([C:26]1[CH:31]=[C:30]([C:32]2[CH2:33][CH2:34][NH:35][CH2:36][CH:37]=2)[CH:29]=[CH:28][C:27]=1[N:38]([CH3:49])[C:39]1[N:44]=[CH:43][C:42]2[N:45]=[CH:46][N:47]([CH3:48])[C:41]=2[CH:40]=1)[CH3:25], predict the reaction product. (4) Given the reactants C1(P(C2C=CC=CC=2)C2C=CC3C(=CC=CC=3)C=2C2C3C(=CC=CC=3)C=CC=2P(C2C=CC=CC=2)C2C=CC=CC=2)C=CC=CC=1.[NH2:47][C:48]1[CH:53]=[C:52]([CH3:54])[CH:51]=[CH:50][N:49]=1.[CH2:55]([O:57][C:58](=[O:80])[C:59]([CH:62]1[CH2:67][CH2:66][N:65]([C:68]2[S:69][C:70]([C:73]3[CH:78]=[CH:77][CH:76]=[C:75](Br)[N:74]=3)=[CH:71][N:72]=2)[CH2:64][CH2:63]1)([CH3:61])[CH3:60])[CH3:56].C(=O)([O-])[O-].[Cs+].[Cs+], predict the reaction product. The product is: [CH2:55]([O:57][C:58](=[O:80])[C:59]([CH3:61])([CH:62]1[CH2:63][CH2:64][N:65]([C:68]2[S:69][C:70]([C:73]3[CH:78]=[CH:77][CH:76]=[C:75]([NH:47][C:48]4[CH:53]=[C:52]([CH3:54])[CH:51]=[CH:50][N:49]=4)[N:74]=3)=[CH:71][N:72]=2)[CH2:66][CH2:67]1)[CH3:60])[CH3:56]. (5) Given the reactants [Cl:1][C:2]1[CH:10]=[C:9]([C:11]([NH:13][CH:14]([C:16]2[NH:20][C:19]3[CH:21]=[CH:22][C:23]([Cl:25])=[CH:24][C:18]=3[N:17]=2)[CH3:15])=[O:12])[CH:8]=[CH:7][C:3]=1[C:4](O)=[O:5].[CH3:26][O:27][C:28]([CH:30]1[CH2:34][CH2:33][CH2:32][NH:31]1)=[O:29].C(N(C(C)C)CC)(C)C.ClCl, predict the reaction product. The product is: [Cl:1][C:2]1[CH:10]=[C:9]([CH:8]=[CH:7][C:3]=1[C:4]([N:31]1[CH2:32][CH2:33][CH2:34][CH:30]1[C:28]([O:27][CH3:26])=[O:29])=[O:5])[C:11]([NH:13][CH:14]([C:16]1[NH:20][C:19]2[CH:21]=[CH:22][C:23]([Cl:25])=[CH:24][C:18]=2[N:17]=1)[CH3:15])=[O:12]. (6) Given the reactants ClCC1C=CC(C#N)=CC=1.Br[CH2:12][CH:13]1[CH2:18][CH2:17][CH2:16][CH2:15][O:14]1.[CH2:19]([NH:26][C:27]([C:29]1[S:33][C:32]([N:34]2[CH2:38][CH2:37][NH:36][C:35]2=[O:39])=[N:31][C:30]=1[CH3:40])=[O:28])[C:20]1[CH:25]=[CH:24][CH:23]=[CH:22][CH:21]=1, predict the reaction product. The product is: [CH2:19]([NH:26][C:27]([C:29]1[S:33][C:32]([N:34]2[CH2:38][CH2:37][N:36]([CH2:12][CH:13]3[CH2:18][CH2:17][CH2:16][CH2:15][O:14]3)[C:35]2=[O:39])=[N:31][C:30]=1[CH3:40])=[O:28])[C:20]1[CH:25]=[CH:24][CH:23]=[CH:22][CH:21]=1.